Dataset: Forward reaction prediction with 1.9M reactions from USPTO patents (1976-2016). Task: Predict the product of the given reaction. (1) Given the reactants [CH3:1][C:2]1[O:6][N:5]=[CH:4][C:3]=1[C:7]1[CH:12]=[CH:11][C:10]([CH2:13][C:14]([OH:16])=O)=[CH:9][CH:8]=1.Cl.[Br:18][C:19]1[CH:20]=[CH:21][C:22]([C@H:25]([NH2:27])[CH3:26])=[N:23][CH:24]=1.C1C=NC2N(O)N=NC=2C=1.C(Cl)CCl.CCN(C(C)C)C(C)C, predict the reaction product. The product is: [Br:18][C:19]1[CH:20]=[CH:21][C:22]([C@H:25]([NH:27][C:14](=[O:16])[CH2:13][C:10]2[CH:9]=[CH:8][C:7]([C:3]3[CH:4]=[N:5][O:6][C:2]=3[CH3:1])=[CH:12][CH:11]=2)[CH3:26])=[N:23][CH:24]=1. (2) Given the reactants [CH:1]1[C:21]([Br:22])=[C:20]2[C:4]3[C:5]([C:15](O[C:18]2=[O:19])=[O:16])=[CH:6][C:7]([Br:14])=[C:8]2[C:9]([O:11][C:12](=[O:13])[C:2]=1[C:3]=32)=O.[CH3:23][O:24][CH2:25][CH2:26][CH2:27][NH2:28], predict the reaction product. The product is: [Br:22][C:21]1[C:20]2[C:18](=[O:19])[N:28]([CH2:27][CH2:26][CH2:25][O:24][CH3:23])[C:15](=[O:16])[C:5]3=[CH:6][C:7]([Br:14])=[C:8]4[C:3]([C:4]=23)=[C:2]([C:12](=[O:13])[N:28]([CH2:27][CH2:26][CH2:25][O:24][CH3:23])[C:9]4=[O:11])[CH:1]=1. (3) Given the reactants C1(P(C2C=CC=CC=2)C2C=CC=CC=2)C=CC=CC=1.[CH3:20][C:21]1[CH:26]=[CH:25][CH:24]=[C:23]([CH3:27])[C:22]=1[O:28][CH2:29][C:30]1[C:34]([CH2:35][OH:36])=[C:33]([CH:37]([CH3:39])[CH3:38])[O:32][N:31]=1.O[C:41]1[CH:46]=[CH:45][C:44]([C:47]2[CH:56]=[C:55]3[C:50]([CH:51]=[C:52]([C:57]([O:59][CH3:60])=[O:58])[N:53]=[CH:54]3)=[CH:49][CH:48]=2)=[CH:43][CH:42]=1.N(C(OC(C)C)=O)=NC(OC(C)C)=O, predict the reaction product. The product is: [CH3:20][C:21]1[CH:26]=[CH:25][CH:24]=[C:23]([CH3:27])[C:22]=1[O:28][CH2:29][C:30]1[C:34]([CH2:35][O:36][C:41]2[CH:42]=[CH:43][C:44]([C:47]3[CH:56]=[C:55]4[C:50]([CH:51]=[C:52]([C:57]([O:59][CH3:60])=[O:58])[N:53]=[CH:54]4)=[CH:49][CH:48]=3)=[CH:45][CH:46]=2)=[C:33]([CH:37]([CH3:39])[CH3:38])[O:32][N:31]=1. (4) Given the reactants [CH3:1][C:2]1[CH:10]=[CH:9][CH:8]=[C:7]([NH:11][C:12](=O)[CH2:13][CH3:14])[C:3]=1[C:4]([OH:6])=O.[F:16][C:17]1[CH:23]=[CH:22][C:20]([NH2:21])=[CH:19][CH:18]=1.P(Cl)(Cl)Cl.C(=O)([O-])[O-].[Na+].[Na+], predict the reaction product. The product is: [CH2:13]([C:12]1[N:21]([C:20]2[CH:22]=[CH:23][C:17]([F:16])=[CH:18][CH:19]=2)[C:4](=[O:6])[C:3]2[C:7](=[CH:8][CH:9]=[CH:10][C:2]=2[CH3:1])[N:11]=1)[CH3:14]. (5) The product is: [C:1]([C:3]1[CH:8]=[CH:7][C:6]([CH:9]2[C:18]3[C:13](=[CH:14][CH:15]=[N:16][C:17]=3[O:19][CH2:20][CH3:21])[NH:12][C:11]([C:22]([F:23])([F:24])[F:25])=[C:10]2[C:26]([NH2:33])=[O:27])=[C:5]([O:29][CH3:30])[CH:4]=1)#[N:2]. Given the reactants [C:1]([C:3]1[CH:8]=[CH:7][C:6]([CH:9]2[C:18]3[C:13](=[CH:14][CH:15]=[N:16][C:17]=3[O:19][CH2:20][CH3:21])[NH:12][C:11]([C:22]([F:25])([F:24])[F:23])=[C:10]2[C:26](O)=[O:27])=[C:5]([O:29][CH3:30])[CH:4]=1)#[N:2].C(N1C=CN=C1)([N:33]1C=CN=C1)=O.N, predict the reaction product. (6) Given the reactants [CH3:1][C:2]1C2N[C:4](=[CH:5][C:6]3[C:35]([CH3:36])=[C:34]([CH2:37][CH2:38][C:39]([OH:41])=[O:40])[C:8](=[CH:9][C:10]4[C:27]([CH2:28][CH2:29][C:30](O)=[O:31])=[C:26]([CH3:33])[C:12](=[CH:13][C:14]5[NH:18]C(C=2)=C(C(O)C)[C:15]=5[CH3:25])[N:11]=4)[N:7]=3)[C:3]=1[CH:42](O)[CH3:43].[C:45]1(C)C=CC(S(O)(=O)=O)=CC=1.[NH3:56].[C:57](O)(=[O:59])C.Cl[C:62]1[CH:67]=[CH:66][CH:65]=[CH:64][CH:63]=1, predict the reaction product. The product is: [CH3:25][C:15]1[C:14]2[NH:18][C:65](=[CH:64][C:63]3[NH:56][C:4]([CH:5]=[C:6]4[N:7]=[C:8]([CH:9]=[C:10]5[N:11]=[C:12]([CH:13]=2)[C:26]([CH3:33])=[C:27]5[CH2:28][CH2:29][C:30]([O:59][CH3:57])=[O:31])[C:34]([CH2:37][CH2:38][C:39]([O:41][CH3:45])=[O:40])=[C:35]4[CH3:36])=[C:3]([CH:42]=[CH2:43])[C:2]=3[CH3:1])[C:66]=1[CH:67]=[CH2:62]. (7) Given the reactants [Cl:1][C:2]1[CH:7]=[C:6]([C:8]([F:11])([F:10])[F:9])[CH:5]=[CH:4][C:3]=1[C:12]1[C:13](=[O:39])[O:14][C:15]2[C:20]([C:21]=1[CH2:22][C:23]1[CH:28]=[CH:27][C:26]([O:29][CH2:30][CH2:31][N:32]3[CH2:36][CH2:35][CH2:34][CH2:33]3)=[CH:25][CH:24]=1)=[CH:19][CH:18]=[C:17]([O:37]C)[CH:16]=2.[OH-].[Na+], predict the reaction product. The product is: [Cl:1][C:2]1[CH:7]=[C:6]([C:8]([F:9])([F:10])[F:11])[CH:5]=[CH:4][C:3]=1[C:12]1[C:13](=[O:39])[O:14][C:15]2[C:20]([C:21]=1[CH2:22][C:23]1[CH:28]=[CH:27][C:26]([O:29][CH2:30][CH2:31][N:32]3[CH2:33][CH2:34][CH2:35][CH2:36]3)=[CH:25][CH:24]=1)=[CH:19][CH:18]=[C:17]([OH:37])[CH:16]=2.